Dataset: Full USPTO retrosynthesis dataset with 1.9M reactions from patents (1976-2016). Task: Predict the reactants needed to synthesize the given product. Given the product [CH:29]1([CH2:28][N:27]2[C:22]3[CH:21]=[C:20]([C:11]4[NH:10][C:9]([C:3]5[C:4]([F:8])=[CH:5][CH:6]=[CH:7][C:2]=5[F:1])=[N:13][C:12]=4[C:14]4[CH:19]=[CH:18][CH:17]=[CH:16][CH:15]=4)[CH:25]=[CH:24][C:23]=3[N:26]=[CH:32]2)[CH2:30][CH2:31]1, predict the reactants needed to synthesize it. The reactants are: [F:1][C:2]1[CH:7]=[CH:6][CH:5]=[C:4]([F:8])[C:3]=1[C:9]1[NH:10][C:11]([C:20]2[CH:25]=[CH:24][C:23]([NH2:26])=[C:22]([NH:27][CH2:28][CH:29]3[CH2:31][CH2:30]3)[CH:21]=2)=[C:12]([C:14]2[CH:19]=[CH:18][CH:17]=[CH:16][CH:15]=2)[N:13]=1.[CH3:32]OC(OC)OC.